Dataset: Full USPTO retrosynthesis dataset with 1.9M reactions from patents (1976-2016). Task: Predict the reactants needed to synthesize the given product. (1) Given the product [Cl:1][C:2]1[CH:3]=[CH:4][C:5]([O:32][CH:33]([F:35])[F:34])=[C:6]([C:8]2[C:13]([O:14][CH3:15])=[CH:12][N:11]([CH:16]([CH2:24][C@H:25]3[CH2:30][CH2:29][CH2:28][CH2:27][O:26]3)[C:17]([OH:19])=[O:18])[C:10](=[O:31])[CH:9]=2)[CH:7]=1, predict the reactants needed to synthesize it. The reactants are: [Cl:1][C:2]1[CH:3]=[CH:4][C:5]([O:32][CH:33]([F:35])[F:34])=[C:6]([C:8]2[C:13]([O:14][CH3:15])=[CH:12][N:11]([CH:16]([CH2:24][C@H:25]3[CH2:30][CH2:29][CH2:28][CH2:27][O:26]3)[C:17]([O:19]C(C)(C)C)=[O:18])[C:10](=[O:31])[CH:9]=2)[CH:7]=1.C(O)(C(F)(F)F)=O. (2) Given the product [C:1]([N:8]1[CH2:13][CH2:12][C@@H:11]([NH:14][S:15]([CH2:18][CH3:19])(=[O:17])=[O:16])[C@H:10]([CH2:20][O:21][C:22]2[CH:23]=[CH:24][C:25]([O:28][CH:29]([F:31])[F:30])=[CH:26][CH:27]=2)[CH2:9]1)(=[O:34])[CH3:2], predict the reactants needed to synthesize it. The reactants are: [CH2:1]([N:8]1[CH2:13][CH2:12][C@@H:11]([NH:14][S:15]([CH2:18][CH3:19])(=[O:17])=[O:16])[C@H:10]([CH2:20][O:21][C:22]2[CH:27]=[CH:26][C:25]([O:28][CH:29]([F:31])[F:30])=[CH:24][CH:23]=2)[CH2:9]1)[C:2]1C=CC=CC=1.CC[O:34]C(C)=O. (3) Given the product [Cl:37][C:32]1[CH:31]=[C:30]([C:22]2[CH:23]=[C:24]([C:26]([F:27])([F:29])[F:28])[N:25]=[C:20]([C:16]3[CH:15]=[C:14]([C:11]4[S:10][C:9]([S:6]([NH2:5])(=[O:7])=[O:8])=[CH:13][CH:12]=4)[CH:19]=[CH:18][CH:17]=3)[N:21]=2)[CH:35]=[CH:34][C:33]=1[Cl:36], predict the reactants needed to synthesize it. The reactants are: C([NH:5][S:6]([C:9]1[S:10][C:11]([C:14]2[CH:19]=[CH:18][CH:17]=[C:16]([C:20]3[N:25]=[C:24]([C:26]([F:29])([F:28])[F:27])[CH:23]=[C:22]([C:30]4[CH:35]=[CH:34][C:33]([Cl:36])=[C:32]([Cl:37])[CH:31]=4)[N:21]=3)[CH:15]=2)=[CH:12][CH:13]=1)(=[O:8])=[O:7])(C)(C)C.C(O)(C(F)(F)F)=O.